From a dataset of TCR-epitope binding with 47,182 pairs between 192 epitopes and 23,139 TCRs. Binary Classification. Given a T-cell receptor sequence (or CDR3 region) and an epitope sequence, predict whether binding occurs between them. (1) The epitope is ILHCANFNV. The TCR CDR3 sequence is CASSINRGTGELFF. Result: 1 (the TCR binds to the epitope). (2) The epitope is KMKDLSPRW. The TCR CDR3 sequence is CASSSTYSYEQYF. Result: 1 (the TCR binds to the epitope). (3) The epitope is ILKEPVHGV. The TCR CDR3 sequence is CASSLGQGNYGYTF. Result: 0 (the TCR does not bind to the epitope). (4) The epitope is WICLLQFAY. The TCR CDR3 sequence is CASSLSGSEAFF. Result: 1 (the TCR binds to the epitope). (5) The TCR CDR3 sequence is CSVETWTDFTDTQYF. Result: 0 (the TCR does not bind to the epitope). The epitope is RLFRKSNLK. (6) The epitope is RLRAEAQVK. The TCR CDR3 sequence is CASSFFTRGGEDEQYF. Result: 1 (the TCR binds to the epitope). (7) The epitope is NLVPMVATV. The TCR CDR3 sequence is CASSVVNEQFF. Result: 1 (the TCR binds to the epitope). (8) The epitope is ATDALMTGY. The TCR CDR3 sequence is CASSPLEAEAKNIQYF. Result: 1 (the TCR binds to the epitope). (9) The epitope is SFHSLHLLF. The TCR CDR3 sequence is CATSDSGTGGTGELFF. Result: 0 (the TCR does not bind to the epitope).